Dataset: Full USPTO retrosynthesis dataset with 1.9M reactions from patents (1976-2016). Task: Predict the reactants needed to synthesize the given product. (1) Given the product [N+:13]([C:16]1[CH:21]=[CH:20][CH:19]=[CH:18][C:17]=1[C:22]1[CH:27]=[CH:26][C:25]([CH2:28][NH:6][CH2:5][CH2:4][CH2:3][CH2:2][CH3:1])=[CH:24][CH:23]=1)([O-:15])=[O:14], predict the reactants needed to synthesize it. The reactants are: [CH3:1][CH2:2][CH2:3][CH2:4][CH2:5][NH2:6].C(=O)([O-])[O-].[K+].[K+].[N+:13]([C:16]1[CH:21]=[CH:20][CH:19]=[CH:18][C:17]=1[C:22]1[CH:27]=[CH:26][C:25]([CH2:28]Br)=[CH:24][CH:23]=1)([O-:15])=[O:14].C(OCC)(=O)C. (2) Given the product [C:41]1([C:47]2[O:48][C:49]([C:78]([F:79])([F:80])[F:81])=[C:50]([C:52]([NH:54][C:55]3[CH:60]=[CH:59][C:58]([N:61]4[CH2:66][CH2:65][N:64]([C:67]([C@@H:69]5[CH2:74][CH2:73][CH2:72][C@H:71]([C:75]([OH:77])=[O:76])[CH2:70]5)=[O:68])[CH2:63][CH2:62]4)=[CH:57][CH:56]=3)=[O:53])[N:51]=2)[CH:46]=[CH:45][CH:44]=[CH:43][CH:42]=1, predict the reactants needed to synthesize it. The reactants are: C1(C2OC(C(F)(F)F)=C(C(NC3C=CC(N4CCN(C(C5CCCC5C(O)=O)=O)CC4)=CC=3)=O)N=2)C=CC=CC=1.[C:41]1([C:47]2[O:48][C:49]([C:78]([F:81])([F:80])[F:79])=[C:50]([C:52]([NH:54][C:55]3[CH:60]=[CH:59][C:58]([N:61]4[CH2:66][CH2:65][N:64]([C:67]([CH:69]5[CH2:74][CH2:73][CH2:72][CH:71]([C:75]([OH:77])=[O:76])[CH2:70]5)=[O:68])[CH2:63][CH2:62]4)=[CH:57][CH:56]=3)=[O:53])[N:51]=2)[CH:46]=[CH:45][CH:44]=[CH:43][CH:42]=1.COC(C1CCCC(C(N2CCN(C3C=CC(NC(C4N=C(C5C=CC=CC=5)OC=4C(F)(F)F)=O)=CC=3)CC2)=O)C1)=O.[OH-].[Li+]. (3) Given the product [C:35]([NH:1][C:2]1[CH:7]=[CH:6][C:5]([C:8]2[C:9]([C:14]([NH:16][C:17]3[CH:18]=[C:19]4[C:23](=[CH:24][CH:25]=3)[N:22]([C:26](=[O:34])[CH2:27][C:28]3[CH:33]=[CH:32][CH:31]=[CH:30][N:29]=3)[CH2:21][CH2:20]4)=[O:15])=[CH:10][CH:11]=[CH:12][CH:13]=2)=[CH:4][CH:3]=1)(=[O:37])[CH3:36], predict the reactants needed to synthesize it. The reactants are: [NH2:1][C:2]1[CH:7]=[CH:6][C:5]([C:8]2[C:9]([C:14]([NH:16][C:17]3[CH:18]=[C:19]4[C:23](=[CH:24][CH:25]=3)[N:22]([C:26](=[O:34])[CH2:27][C:28]3[CH:33]=[CH:32][CH:31]=[CH:30][N:29]=3)[CH2:21][CH2:20]4)=[O:15])=[CH:10][CH:11]=[CH:12][CH:13]=2)=[CH:4][CH:3]=1.[C:35](OC(=O)C)(=[O:37])[CH3:36].O.C(=O)([O-])[O-].[K+].[K+]. (4) The reactants are: [NH2:1][CH2:2][CH2:3][CH2:4][C:5]([OH:7])=[O:6].[C:8]12([N:18]=[C:19]=[O:20])[CH2:17][CH:12]3[CH2:13][CH:14]([CH2:16][CH:10]([CH2:11]3)[CH2:9]1)[CH2:15]2.Cl.[CH3:22]N(C=O)C. Given the product [CH3:22][O:6][C:5](=[O:7])[CH2:4][CH2:3][CH2:2][NH:1][C:19]([NH:18][C:8]12[CH2:17][CH:12]3[CH2:13][CH:14]([CH2:16][CH:10]([CH2:11]3)[CH2:9]1)[CH2:15]2)=[O:20].[C:8]12([NH:18][C:19](=[O:20])[NH:1][CH2:2][CH2:3][CH2:4][C:5]([OH:7])=[O:6])[CH2:17][CH:12]3[CH2:13][CH:14]([CH2:16][CH:10]([CH2:11]3)[CH2:9]1)[CH2:15]2, predict the reactants needed to synthesize it. (5) Given the product [O:39]1[CH2:36][CH2:2][N:3]([C:2]2[N:7]=[C:6]([O:8][C:9]3[CH:35]=[CH:34][CH:33]=[CH:32][C:10]=3[CH2:11][NH:12][C:13]([NH:15][C:16]3[N:20]([C:21]4[CH:22]=[CH:23][C:24]([CH3:27])=[CH:25][CH:26]=4)[N:19]=[C:18]([C:28]([CH3:31])([CH3:30])[CH3:29])[CH:17]=3)=[O:14])[CH:5]=[CH:4][N:3]=2)[CH2:4][CH2:5]1, predict the reactants needed to synthesize it. The reactants are: Cl[C:2]1[N:7]=[C:6]([O:8][C:9]2[CH:35]=[CH:34][CH:33]=[CH:32][C:10]=2[CH2:11][NH:12][C:13]([NH:15][C:16]2[N:20]([C:21]3[CH:26]=[CH:25][C:24]([CH3:27])=[CH:23][CH:22]=3)[N:19]=[C:18]([C:28]([CH3:31])([CH3:30])[CH3:29])[CH:17]=2)=[O:14])[CH:5]=[CH:4][N:3]=1.[C:36](=[O:39])([O-])[O-].[Na+].[Na+]. (6) Given the product [Cl-:1].[CH3:14][C:3]([NH+:15]1[CH2:16][CH2:17][O:18][CH2:19][CH2:20]1)([CH3:2])[C:4]([C:6]1[CH:11]=[CH:10][C:9]([S:12][CH3:13])=[CH:8][CH:7]=1)=[O:5], predict the reactants needed to synthesize it. The reactants are: [ClH:1].[CH3:2][C:3]([N:15]1[CH2:20][CH2:19][O:18][CH2:17][CH2:16]1)([CH3:14])[C:4]([C:6]1[CH:11]=[CH:10][C:9]([S:12][CH3:13])=[CH:8][CH:7]=1)=[O:5].